Dataset: NCI-60 drug combinations with 297,098 pairs across 59 cell lines. Task: Regression. Given two drug SMILES strings and cell line genomic features, predict the synergy score measuring deviation from expected non-interaction effect. (1) Drug 1: CCC1(CC2CC(C3=C(CCN(C2)C1)C4=CC=CC=C4N3)(C5=C(C=C6C(=C5)C78CCN9C7C(C=CC9)(C(C(C8N6C=O)(C(=O)OC)O)OC(=O)C)CC)OC)C(=O)OC)O.OS(=O)(=O)O. Drug 2: N.N.Cl[Pt+2]Cl. Cell line: SNB-75. Synergy scores: CSS=25.0, Synergy_ZIP=-3.32, Synergy_Bliss=-0.990, Synergy_Loewe=-19.2, Synergy_HSA=2.32. (2) Drug 1: C1=NC2=C(N1)C(=S)N=C(N2)N. Drug 2: C1=CC=C(C=C1)NC(=O)CCCCCCC(=O)NO. Cell line: A549. Synergy scores: CSS=39.6, Synergy_ZIP=-1.18, Synergy_Bliss=-0.279, Synergy_Loewe=-7.65, Synergy_HSA=0.819. (3) Cell line: SF-295. Drug 1: CCC1(CC2CC(C3=C(CCN(C2)C1)C4=CC=CC=C4N3)(C5=C(C=C6C(=C5)C78CCN9C7C(C=CC9)(C(C(C8N6C=O)(C(=O)OC)O)OC(=O)C)CC)OC)C(=O)OC)O.OS(=O)(=O)O. Synergy scores: CSS=2.07, Synergy_ZIP=-0.494, Synergy_Bliss=0.871, Synergy_Loewe=-0.427, Synergy_HSA=-0.225. Drug 2: CC1=C2C(C(=O)C3(C(CC4C(C3C(C(C2(C)C)(CC1OC(=O)C(C(C5=CC=CC=C5)NC(=O)OC(C)(C)C)O)O)OC(=O)C6=CC=CC=C6)(CO4)OC(=O)C)O)C)O. (4) Synergy scores: CSS=1.44, Synergy_ZIP=-2.59, Synergy_Bliss=-5.07, Synergy_Loewe=-16.4, Synergy_HSA=-7.06. Cell line: MALME-3M. Drug 2: CCC1(CC2CC(C3=C(CCN(C2)C1)C4=CC=CC=C4N3)(C5=C(C=C6C(=C5)C78CCN9C7C(C=CC9)(C(C(C8N6C)(C(=O)OC)O)OC(=O)C)CC)OC)C(=O)OC)O.OS(=O)(=O)O. Drug 1: C1=NC2=C(N=C(N=C2N1C3C(C(C(O3)CO)O)F)Cl)N. (5) Cell line: SK-OV-3. Synergy scores: CSS=34.9, Synergy_ZIP=6.66, Synergy_Bliss=10.5, Synergy_Loewe=7.02, Synergy_HSA=12.9. Drug 1: C1=C(C(=O)NC(=O)N1)N(CCCl)CCCl. Drug 2: CC1=C(C(=CC=C1)Cl)NC(=O)C2=CN=C(S2)NC3=CC(=NC(=N3)C)N4CCN(CC4)CCO. (6) Drug 1: CC(C)(C#N)C1=CC(=CC(=C1)CN2C=NC=N2)C(C)(C)C#N. Drug 2: CC1=C(C(=O)C2=C(C1=O)N3CC4C(C3(C2COC(=O)N)OC)N4)N. Cell line: CAKI-1. Synergy scores: CSS=41.0, Synergy_ZIP=2.63, Synergy_Bliss=0.684, Synergy_Loewe=-7.74, Synergy_HSA=-2.69. (7) Drug 1: CN1CCC(CC1)COC2=C(C=C3C(=C2)N=CN=C3NC4=C(C=C(C=C4)Br)F)OC. Drug 2: COC1=C(C=C2C(=C1)N=CN=C2NC3=CC(=C(C=C3)F)Cl)OCCCN4CCOCC4. Cell line: KM12. Synergy scores: CSS=7.73, Synergy_ZIP=-3.58, Synergy_Bliss=-7.02, Synergy_Loewe=-11.6, Synergy_HSA=-9.63. (8) Drug 1: CC1=C(C=C(C=C1)C(=O)NC2=CC(=CC(=C2)C(F)(F)F)N3C=C(N=C3)C)NC4=NC=CC(=N4)C5=CN=CC=C5. Drug 2: CCCCCOC(=O)NC1=NC(=O)N(C=C1F)C2C(C(C(O2)C)O)O. Cell line: SK-MEL-28. Synergy scores: CSS=-0.489, Synergy_ZIP=2.07, Synergy_Bliss=3.64, Synergy_Loewe=-2.33, Synergy_HSA=-1.65. (9) Drug 2: CC1CCC2CC(C(=CC=CC=CC(CC(C(=O)C(C(C(=CC(C(=O)CC(OC(=O)C3CCCCN3C(=O)C(=O)C1(O2)O)C(C)CC4CCC(C(C4)OC)O)C)C)O)OC)C)C)C)OC. Synergy scores: CSS=32.4, Synergy_ZIP=-5.94, Synergy_Bliss=-7.86, Synergy_Loewe=-4.35, Synergy_HSA=-2.79. Drug 1: COC1=CC(=CC(=C1O)OC)C2C3C(COC3=O)C(C4=CC5=C(C=C24)OCO5)OC6C(C(C7C(O6)COC(O7)C8=CC=CS8)O)O. Cell line: SNB-19.